This data is from Forward reaction prediction with 1.9M reactions from USPTO patents (1976-2016). The task is: Predict the product of the given reaction. (1) Given the reactants [Cl:1][C:2]1[N:3]=[C:4]([N:15]2[CH2:20][CH2:19][O:18][CH2:17][CH2:16]2)[C:5]2[N:10]=[C:9]([CH2:11][C:12]([OH:14])=O)[S:8][C:6]=2[N:7]=1.[CH3:21][C:22]([N:26]1[CH2:31][CH2:30][NH:29][CH2:28][CH2:27]1)([CH3:25])[CH2:23][OH:24].CN(C(ON1N=NC2C=CC=NC1=2)=[N+](C)C)C.F[P-](F)(F)(F)(F)F.CCN(C(C)C)C(C)C, predict the reaction product. The product is: [Cl:1][C:2]1[N:3]=[C:4]([N:15]2[CH2:20][CH2:19][O:18][CH2:17][CH2:16]2)[C:5]2[N:10]=[C:9]([CH2:11][C:12]([N:29]3[CH2:30][CH2:31][N:26]([C:22]([CH3:25])([CH3:21])[CH2:23][OH:24])[CH2:27][CH2:28]3)=[O:14])[S:8][C:6]=2[N:7]=1. (2) Given the reactants [CH2:1]([O:3][C:4]([C:6]1[S:10][C:9]([CH3:11])=[N:8][C:7]=1[S:12]C(=O)N(C)C)=[O:5])[CH3:2].[H-].[Na+], predict the reaction product. The product is: [CH2:1]([O:3][C:4]([C:6]1[S:10][C:9]([CH3:11])=[N:8][C:7]=1[SH:12])=[O:5])[CH3:2]. (3) The product is: [C:18]([O:22][C:23]([N:10]1[CH2:9][C@@H:8]([CH3:17])[N:7]2[C@H:12]([CH2:13][C:14]3[C:6]2=[N:5][C:4]([C@@H:2]([OH:1])[CH3:3])=[CH:16][CH:15]=3)[CH2:11]1)=[O:24])([CH3:21])([CH3:20])[CH3:19]. Given the reactants [OH:1][C@H:2]([C:4]1[N:5]=[C:6]2[C:14](=[CH:15][CH:16]=1)[CH2:13][C@H:12]1[N:7]2[C@H:8]([CH3:17])[CH2:9][NH:10][CH2:11]1)[CH3:3].[C:18]([O:22][C:23](O[C:23]([O:22][C:18]([CH3:21])([CH3:20])[CH3:19])=[O:24])=[O:24])([CH3:21])([CH3:20])[CH3:19], predict the reaction product. (4) Given the reactants [CH2:1]([NH2:16])[CH2:2][O:3][CH2:4][CH2:5][O:6][CH2:7][CH2:8][O:9][CH2:10][CH2:11][O:12][CH2:13][C:14]#[CH:15].C(N(CC)CC)C.Cl[C:25]1[CH:30]=[CH:29][C:28]([N+:31]([O-:33])=[O:32])=[CH:27][C:26]=1[N+:34]([O-:36])=[O:35], predict the reaction product. The product is: [N+:31]([C:28]1[CH:27]=[C:26]([N+:34]([O-:36])=[O:35])[CH:25]=[CH:30][C:29]=1[NH:16][CH2:1][CH2:2][O:3][CH2:4][CH2:5][O:6][CH2:7][CH2:8][O:9][CH2:10][CH2:11][O:12][CH2:13][C:14]#[CH:15])([O-:33])=[O:32]. (5) Given the reactants C([O:3][C:4](=[O:39])[CH2:5][O:6][C:7]1[CH:8]=[C:9]([C:29]2[CH:34]=[CH:33][CH:32]=[CH:31][C:30]=2[S:35]([CH3:38])(=[O:37])=[O:36])[CH:10]=[CH:11][C:12]=1[CH2:13][CH2:14][NH:15][S:16]([C:19]1[CH:24]=[C:23]([C:25](=[NH:27])[NH2:26])[CH:22]=[CH:21][C:20]=1[OH:28])(=[O:18])=[O:17])C.[OH-].[Na+].[ClH:42], predict the reaction product. The product is: [ClH:42].[C:25]([C:23]1[CH:22]=[CH:21][C:20]([OH:28])=[C:19]([S:16]([NH:15][CH2:14][CH2:13][C:12]2[CH:11]=[CH:10][C:9]([C:29]3[CH:34]=[CH:33][CH:32]=[CH:31][C:30]=3[S:35]([CH3:38])(=[O:37])=[O:36])=[CH:8][C:7]=2[O:6][CH2:5][C:4]([OH:39])=[O:3])(=[O:17])=[O:18])[CH:24]=1)(=[NH:26])[NH2:27]. (6) Given the reactants [NH:1]1[C:9]2[C:4](=[CH:5][CH:6]=[CH:7][CH:8]=2)[C:3](/[CH:10]=[C:11]2\[O:12][C:13]3[C:20]([CH2:21][N:22]4[CH2:27][CH2:26][N:25](C(OC(C)(C)C)=O)[CH2:24][CH2:23]4)=[CH:19][CH:18]=[CH:17][C:14]=3[C:15]\2=[O:16])=[CH:2]1.Cl, predict the reaction product. The product is: [NH:1]1[C:9]2[C:4](=[CH:5][CH:6]=[CH:7][CH:8]=2)[C:3]([CH:10]=[C:11]2[C:15](=[O:16])[C:14]3[CH:17]=[CH:18][CH:19]=[C:20]([CH2:21][N:22]4[CH2:27][CH2:26][NH:25][CH2:24][CH2:23]4)[C:13]=3[O:12]2)=[CH:2]1.